From a dataset of Catalyst prediction with 721,799 reactions and 888 catalyst types from USPTO. Predict which catalyst facilitates the given reaction. (1) Reactant: F[C:2]1[C:3]([C:12]([NH:14][C:15]2[CH:20]=[CH:19][C:18]([F:21])=[CH:17][CH:16]=2)=[O:13])=[N:4][C:5]([C:8]([F:11])([F:10])[F:9])=[CH:6][N:7]=1.OC(C(F)(F)F)=O.OC(C(F)(F)F)=O.[NH2:36][CH2:37][C:38]1[CH:43]=[CH:42][C:41]([C:44]2[CH:45]=[C:46]3[C:52]([NH2:53])=[N:51][NH:50][C:47]3=[N:48][CH:49]=2)=[CH:40][CH:39]=1.C(N(CC)CC)C. Product: [NH2:53][C:52]1[C:46]2[C:47](=[N:48][CH:49]=[C:44]([C:41]3[CH:40]=[CH:39][C:38]([CH2:37][NH:36][C:2]4[C:3]([C:12]([NH:14][C:15]5[CH:20]=[CH:19][C:18]([F:21])=[CH:17][CH:16]=5)=[O:13])=[N:4][C:5]([C:8]([F:11])([F:10])[F:9])=[CH:6][N:7]=4)=[CH:43][CH:42]=3)[CH:45]=2)[NH:50][N:51]=1. The catalyst class is: 148. (2) Reactant: [NH2:1][C:2]1[C:11]2[C:6](=[CH:7][CH:8]=[CH:9][CH:10]=2)[C:5]([Br:12])=[CH:4][C:3]=1[C:13]([OH:15])=O.F[P-](F)(F)(F)(F)F.N1(O[P+](N(C)C)(N(C)C)N(C)C)C2C=CC=CC=2N=N1.[Cl-].[OH:44][C@@H:45]1[C@@H:50]([NH3+:51])[CH2:49][CH2:48][O:47][CH2:46]1.C(N(CC)CC)C. Product: [NH2:1][C:2]1[C:11]2[C:6](=[CH:7][CH:8]=[CH:9][CH:10]=2)[C:5]([Br:12])=[CH:4][C:3]=1[C:13]([NH:51][C@H:50]1[CH2:49][CH2:48][O:47][CH2:46][C@@H:45]1[OH:44])=[O:15]. The catalyst class is: 115. (3) Reactant: [Cl:1][C:2]1[CH:3]=[N:4][C:5]([NH:12][CH2:13][C:14]2[CH:19]=[CH:18][C:17]([O:20][CH3:21])=[CH:16][CH:15]=2)=[C:6]([CH:11]=1)[C:7]([O:9][CH3:10])=[O:8].[O:22]=C(Cl)OC(Cl)(Cl)Cl. Product: [Cl:1][C:2]1[CH:3]=[N:4][C:5]2[N:12]([CH2:13][C:14]3[CH:19]=[CH:18][C:17]([O:20][CH3:21])=[CH:16][CH:15]=3)[C:10](=[O:22])[O:9][C:7](=[O:8])[C:6]=2[CH:11]=1. The catalyst class is: 12. (4) Reactant: S(Cl)([Cl:3])=O.[CH3:5][C:6]1[CH:15]=[C:14]([CH2:16][N:17]2[C:25]3[C:20](=[CH:21][C:22]([C:26]([OH:28])=O)=[CH:23][CH:24]=3)[CH:19]=[CH:18]2)[C:13]2[CH2:12][CH:11]=[CH:10][CH2:9][C:8]=2[N:7]=1. Product: [CH3:5][C:6]1[CH:15]=[C:14]([CH2:16][N:17]2[C:25]3[C:20](=[CH:21][C:22]([C:26]([Cl:3])=[O:28])=[CH:23][CH:24]=3)[CH:19]=[CH:18]2)[C:13]2[CH2:12][CH:11]=[CH:10][CH2:9][C:8]=2[N:7]=1. The catalyst class is: 2. (5) Product: [CH3:3][NH:5][CH2:6][C:7]1[NH:8][C:9](=[O:16])[C:10]2[S:15][CH:14]=[CH:13][C:11]=2[N:12]=1. The catalyst class is: 5. Reactant: FC(F)(F)[C:3]([N:5](C)[CH2:6][C:7]1[NH:8][C:9](=[O:16])[C:10]2[S:15][CH:14]=[CH:13][C:11]=2[N:12]=1)=O.C([O-])([O-])=O.[K+].[K+].